The task is: Regression/Classification. Given a drug SMILES string, predict its absorption, distribution, metabolism, or excretion properties. Task type varies by dataset: regression for continuous measurements (e.g., permeability, clearance, half-life) or binary classification for categorical outcomes (e.g., BBB penetration, CYP inhibition). Dataset: cyp2d6_veith.. This data is from CYP2D6 inhibition data for predicting drug metabolism from PubChem BioAssay. (1) The molecule is Cn1c(=O)[nH]c(=O)c2c1nc(NCCCO)n2CCCc1ccccc1. The result is 0 (non-inhibitor). (2) The compound is Cc1ccc(OCCNC(=O)c2cncc(Br)c2)cc1C. The result is 0 (non-inhibitor). (3) The molecule is O=C(Nc1ccccn1)c1ccco1. The result is 0 (non-inhibitor). (4) The compound is COc1ccc(-n2nc(C(=O)NCC(=O)Nc3ccccn3)c3ccccc3c2=O)cc1. The result is 0 (non-inhibitor). (5) The molecule is O[C@H]1CO[C@H](OCc2ccccc2)[C@@H](O)[C@H]1O. The result is 0 (non-inhibitor).